Regression. Given two drug SMILES strings and cell line genomic features, predict the synergy score measuring deviation from expected non-interaction effect. From a dataset of NCI-60 drug combinations with 297,098 pairs across 59 cell lines. (1) Drug 1: CC1=C(C=C(C=C1)NC(=O)C2=CC=C(C=C2)CN3CCN(CC3)C)NC4=NC=CC(=N4)C5=CN=CC=C5. Drug 2: C(CC(=O)O)C(=O)CN.Cl. Cell line: A549. Synergy scores: CSS=2.92, Synergy_ZIP=-3.48, Synergy_Bliss=-1.90, Synergy_Loewe=-4.81, Synergy_HSA=-4.18. (2) Drug 1: CC1=C(C=C(C=C1)NC2=NC=CC(=N2)N(C)C3=CC4=NN(C(=C4C=C3)C)C)S(=O)(=O)N.Cl. Drug 2: CC1=C(C=C(C=C1)C(=O)NC2=CC(=CC(=C2)C(F)(F)F)N3C=C(N=C3)C)NC4=NC=CC(=N4)C5=CN=CC=C5. Cell line: NCIH23. Synergy scores: CSS=3.57, Synergy_ZIP=0.962, Synergy_Bliss=3.12, Synergy_Loewe=1.91, Synergy_HSA=1.44. (3) Drug 1: CC1=C(C=C(C=C1)NC2=NC=CC(=N2)N(C)C3=CC4=NN(C(=C4C=C3)C)C)S(=O)(=O)N.Cl. Drug 2: CC12CCC(CC1=CCC3C2CCC4(C3CC=C4C5=CN=CC=C5)C)O. Cell line: RPMI-8226. Synergy scores: CSS=16.2, Synergy_ZIP=4.73, Synergy_Bliss=5.33, Synergy_Loewe=-18.8, Synergy_HSA=-0.684. (4) Drug 1: CC(C1=C(C=CC(=C1Cl)F)Cl)OC2=C(N=CC(=C2)C3=CN(N=C3)C4CCNCC4)N. Drug 2: CNC(=O)C1=CC=CC=C1SC2=CC3=C(C=C2)C(=NN3)C=CC4=CC=CC=N4. Cell line: NCIH23. Synergy scores: CSS=8.53, Synergy_ZIP=-3.70, Synergy_Bliss=4.60, Synergy_Loewe=-3.80, Synergy_HSA=3.36.